The task is: Predict the reaction yield, written as a fraction of the theoretical maximum amount of product (1.0 means a 100% yield; for example, 0.34 means a 34% yield).. This data is from Reaction yield outcomes from USPTO patents with 853,638 reactions. (1) The reactants are [NH2:1][C:2]1[C:3]([C:21](OCC)=[O:22])=[N:4][C:5]([C:14]2[CH:19]=[CH:18][CH:17]=[C:16]([OH:20])[CH:15]=2)=[N:6][C:7]=1[NH:8][CH:9]1[CH2:13][CH2:12][CH2:11][CH2:10]1.[NH2:26]C1C(C(OCC)=O)=NC(Cl)=NC=1NC1CCCC1.[OH:45][C:46]1C=C(B(O)O)C=CC=1.P([O-])([O-])([O-])=O.[K+].[K+].[K+].C1(P(C2CCCCC2)C2C=CC=CC=2C2C(OC)=CC=CC=2OC)CCCCC1. The catalyst is O1CCCC1.O.C([O-])(=O)C.[Pd+2].C([O-])(=O)C. The product is [CH:9]1([N:8]2[C:46](=[O:45])[NH:1][C:2]3[C:7]2=[N:6][C:5]([C:14]2[CH:19]=[CH:18][CH:17]=[C:16]([OH:20])[CH:15]=2)=[N:4][C:3]=3[C:21]([NH2:26])=[O:22])[CH2:10][CH2:11][CH2:12][CH2:13]1. The yield is 0.300. (2) The reactants are [CH3:1][C:2]1[O:17][C:7]2[CH:8]=[C:9]3[O:16][CH:15]=[CH:14][C:10]3=[C:11]([O:12]C)[C:6]=2[C:4](=[O:5])[CH:3]=1.B(Cl)(Cl)Cl.O. The catalyst is ClCCl. The product is [OH:12][C:11]1[C:10]2[CH:14]=[CH:15][O:16][C:9]=2[CH:8]=[C:7]2[C:6]=1[C:4](=[O:5])[CH:3]=[C:2]([CH3:1])[O:17]2. The yield is 0.830. (3) The reactants are [Cl-].COC1N=C(OC)N=C([N+]2(C)CCOCC2)N=1.[CH:19]1([CH:22]([OH:36])[C:23]2[C:27]([C:28]([F:31])([F:30])[F:29])=[C:26]([C:32]([OH:34])=O)[N:25]([CH3:35])[N:24]=2)[CH2:21][CH2:20]1.[NH2:37][C:38]1[CH:39]=[CH:40][C:41]([Cl:50])=[C:42]([CH:49]=1)[C:43]([NH:45][CH:46]1[CH2:48][CH2:47]1)=[O:44]. The catalyst is O1CCCC1. The product is [Cl:50][C:41]1[CH:40]=[CH:39][C:38]([NH:37][C:32]([C:26]2[N:25]([CH3:35])[N:24]=[C:23]([CH:22]([CH:19]3[CH2:20][CH2:21]3)[OH:36])[C:27]=2[C:28]([F:29])([F:30])[F:31])=[O:34])=[CH:49][C:42]=1[C:43](=[O:44])[NH:45][CH:46]1[CH2:48][CH2:47]1. The yield is 0.440. (4) The reactants are I[C:2]1[CH:7]=[CH:6][C:5]([N:8]([CH3:14])[CH2:9][CH2:10][N:11]([CH3:13])[CH3:12])=[CH:4][CH:3]=1.[B:15]1([B:15]2[O:19][C:18]([CH3:21])([CH3:20])[C:17]([CH3:23])([CH3:22])[O:16]2)[O:19][C:18]([CH3:21])([CH3:20])[C:17]([CH3:23])([CH3:22])[O:16]1.CC([O-])=O.[K+]. The catalyst is CS(C)=O. The product is [CH3:12][N:11]([CH3:13])[CH2:10][CH2:9][N:8]([CH3:14])[C:5]1[CH:6]=[CH:7][C:2]([B:15]2[O:19][C:18]([CH3:21])([CH3:20])[C:17]([CH3:23])([CH3:22])[O:16]2)=[CH:3][CH:4]=1. The yield is 0.340.